From a dataset of NCI-60 drug combinations with 297,098 pairs across 59 cell lines. Regression. Given two drug SMILES strings and cell line genomic features, predict the synergy score measuring deviation from expected non-interaction effect. (1) Drug 1: CC(C1=C(C=CC(=C1Cl)F)Cl)OC2=C(N=CC(=C2)C3=CN(N=C3)C4CCNCC4)N. Drug 2: C1CCC(C(C1)N)N.C(=O)(C(=O)[O-])[O-].[Pt+4]. Cell line: BT-549. Synergy scores: CSS=7.33, Synergy_ZIP=2.34, Synergy_Bliss=8.09, Synergy_Loewe=-2.72, Synergy_HSA=4.07. (2) Drug 1: CC1CCC2CC(C(=CC=CC=CC(CC(C(=O)C(C(C(=CC(C(=O)CC(OC(=O)C3CCCCN3C(=O)C(=O)C1(O2)O)C(C)CC4CCC(C(C4)OC)OCCO)C)C)O)OC)C)C)C)OC. Drug 2: CC(C)CN1C=NC2=C1C3=CC=CC=C3N=C2N. Cell line: SNB-19. Synergy scores: CSS=11.2, Synergy_ZIP=0.122, Synergy_Bliss=6.45, Synergy_Loewe=3.95, Synergy_HSA=3.29. (3) Drug 1: C1=NNC2=C1C(=O)NC=N2. Drug 2: CN(C(=O)NC(C=O)C(C(C(CO)O)O)O)N=O. Cell line: UACC62. Synergy scores: CSS=19.6, Synergy_ZIP=2.01, Synergy_Bliss=5.52, Synergy_Loewe=5.47, Synergy_HSA=5.21. (4) Drug 1: CC(CN1CC(=O)NC(=O)C1)N2CC(=O)NC(=O)C2. Drug 2: CN1C(=O)N2C=NC(=C2N=N1)C(=O)N. Cell line: DU-145. Synergy scores: CSS=9.07, Synergy_ZIP=-2.85, Synergy_Bliss=4.19, Synergy_Loewe=-7.26, Synergy_HSA=0.432. (5) Drug 1: CC1CCC2CC(C(=CC=CC=CC(CC(C(=O)C(C(C(=CC(C(=O)CC(OC(=O)C3CCCCN3C(=O)C(=O)C1(O2)O)C(C)CC4CCC(C(C4)OC)O)C)C)O)OC)C)C)C)OC. Drug 2: CCN(CC)CCCC(C)NC1=C2C=C(C=CC2=NC3=C1C=CC(=C3)Cl)OC. Cell line: NCIH23. Synergy scores: CSS=27.1, Synergy_ZIP=-4.75, Synergy_Bliss=-1.35, Synergy_Loewe=0.696, Synergy_HSA=0.731.